This data is from Reaction yield outcomes from USPTO patents with 853,638 reactions. The task is: Predict the reaction yield, written as a fraction of the theoretical maximum amount of product (1.0 means a 100% yield; for example, 0.34 means a 34% yield). (1) The catalyst is C1COCC1.CN(C=O)C. The yield is 0.310. The product is [CH3:3][N:4]([CH2:5][C@H:6]1[CH2:11][CH2:10][CH2:9][N:8]([C:32]([C:30]2[S:31][C:27]([C:24]3[C:23]([CH3:35])=[C:22]([C:21]([F:36])([F:37])[F:20])[O:26][N:25]=3)=[CH:28][CH:29]=2)=[O:33])[CH2:7]1)[CH3:12]. The reactants are Cl.Cl.[CH3:3][N:4]([CH3:12])[CH2:5][C@H:6]1[CH2:11][CH2:10][CH2:9][NH:8][CH2:7]1.C(N(CC)CC)C.[F:20][C:21]([F:37])([F:36])[C:22]1[O:26][N:25]=[C:24]([C:27]2[S:31][C:30]([C:32](Cl)=[O:33])=[CH:29][CH:28]=2)[C:23]=1[CH3:35]. (2) The reactants are [N+:1]([C:4]1[CH:5]=[C:6]2[C:10](=[CH:11][CH:12]=1)[N:9]([C:13]([C:26]1[CH:31]=[CH:30][CH:29]=[CH:28][CH:27]=1)([C:20]1[CH:25]=[CH:24][CH:23]=[CH:22][CH:21]=1)[C:14]1[CH:19]=[CH:18][CH:17]=[CH:16][CH:15]=1)[N:8]=[C:7]2[C:32]1[CH:33]=[N:34][NH:35][CH:36]=1)([O-:3])=[O:2].C(Cl)Cl.[C:40]([O:44][C:45](O[C:45]([O:44][C:40]([CH3:43])([CH3:42])[CH3:41])=[O:46])=[O:46])([CH3:43])([CH3:42])[CH3:41]. The catalyst is CCOC(C)=O.CCCCCC. The product is [N+:1]([C:4]1[CH:5]=[C:6]2[C:10](=[CH:11][CH:12]=1)[N:9]([C:13]([C:20]1[CH:25]=[CH:24][CH:23]=[CH:22][CH:21]=1)([C:26]1[CH:27]=[CH:28][CH:29]=[CH:30][CH:31]=1)[C:14]1[CH:15]=[CH:16][CH:17]=[CH:18][CH:19]=1)[N:8]=[C:7]2[C:32]1[CH:33]=[N:34][N:35]([C:45]([O:44][C:40]([CH3:43])([CH3:42])[CH3:41])=[O:46])[CH:36]=1)([O-:3])=[O:2]. The yield is 0.930. (3) The reactants are [CH2:1]([O:8][C:9]1[N:14]=[C:13]([O:15][CH2:16][C:17]2[CH:22]=[CH:21][CH:20]=[CH:19][CH:18]=2)[C:12]([C:23]([CH3:26])([CH3:25])[CH3:24])=[C:11](Cl)[N:10]=1)[C:2]1[CH:7]=[CH:6][CH:5]=[CH:4][CH:3]=1.[C:28]([C:30]1[CH:31]=[C:32]([CH2:37][C:38]#[N:39])[CH:33]=[C:34]([CH3:36])[CH:35]=1)#[N:29].[H-].[Na+].[Cl-].[NH4+]. The catalyst is CN(C=O)C. The product is [CH2:1]([O:8][C:9]1[N:10]=[C:11]([CH:37]([C:38]#[N:39])[C:32]2[CH:31]=[C:30]([CH:35]=[C:34]([CH3:36])[CH:33]=2)[C:28]#[N:29])[C:12]([C:23]([CH3:26])([CH3:25])[CH3:24])=[C:13]([O:15][CH2:16][C:17]2[CH:22]=[CH:21][CH:20]=[CH:19][CH:18]=2)[N:14]=1)[C:2]1[CH:7]=[CH:6][CH:5]=[CH:4][CH:3]=1. The yield is 0.300. (4) The reactants are [CH3:1][C@H:2]1[CH2:6][CH2:5][CH2:4][N:3]1[C@H:7]1[CH2:11][CH2:10][N:9]([C:12]2[CH:13]=[N:14][C:15]([N+:18]([O-])=O)=[CH:16][CH:17]=2)[CH2:8]1. The catalyst is CO.[Pd]. The product is [CH3:1][C@H:2]1[CH2:6][CH2:5][CH2:4][N:3]1[C@H:7]1[CH2:11][CH2:10][N:9]([C:12]2[CH:17]=[CH:16][C:15]([NH2:18])=[N:14][CH:13]=2)[CH2:8]1. The yield is 0.930. (5) The reactants are CO[C:3](=[O:20])[C:4]1[CH:9]=[C:8]([C:10]2[N:11]([CH3:15])[N:12]=[CH:13][CH:14]=2)[C:7]([CH:16]([F:18])[CH3:17])=[CH:6][C:5]=1[NH2:19].CC[N:23]([CH2:26]C)CC.[CH3:28][S:29]([NH:32]N)(=[O:31])=[O:30].[OH-:34].[Na+]. The catalyst is C(Cl)Cl. The product is [F:18][CH:16]([C:7]1[CH:6]=[C:5]2[C:4]([C:3](=[O:20])[N:23]([NH:32][S:29]([CH3:28])(=[O:31])=[O:30])[C:26](=[O:34])[NH:19]2)=[CH:9][C:8]=1[C:10]1[N:11]([CH3:15])[N:12]=[CH:13][CH:14]=1)[CH3:17]. The yield is 0.360. (6) The product is [N+:8]([C:4]1[CH:3]=[C:2]([N:11]2[CH2:16][CH2:15][NH:14][CH2:13][CH2:12]2)[CH:7]=[CH:6][CH:5]=1)([O-:10])=[O:9]. The catalyst is CN1C(=O)CCC1. The yield is 0.830. The reactants are F[C:2]1[CH:3]=[C:4]([N+:8]([O-:10])=[O:9])[CH:5]=[CH:6][CH:7]=1.[NH:11]1[CH2:16][CH2:15][NH:14][CH2:13][CH2:12]1.O. (7) The reactants are [CH:1]([N:4]1[C:8]2[CH:9]=[CH:10][CH:11]=[CH:12][C:7]=2[NH:6][C:5]1=[O:13])([CH3:3])[CH3:2].[N+](C1C=C[C:20]([O:23]C(Cl)=O)=CC=1)([O-])=O.CCN(CC)CC.CC1C=CC(S(O)(=O)=O)=CC=1.[NH2:45][CH2:46][CH:47]1[CH2:52][CH2:51][N:50]([CH2:53][C:54]2([C:60]([OH:62])=[O:61])[CH2:59][CH2:58][O:57][CH2:56][CH2:55]2)[CH2:49][CH2:48]1. The catalyst is C(Cl)Cl. The product is [CH:1]([N:4]1[C:8]2[CH:9]=[CH:10][CH:11]=[CH:12][C:7]=2[N:6]([C:20]([NH:45][CH2:46][CH:47]2[CH2:52][CH2:51][N:50]([CH2:53][C:54]3([C:60]([OH:62])=[O:61])[CH2:59][CH2:58][O:57][CH2:56][CH2:55]3)[CH2:49][CH2:48]2)=[O:23])[C:5]1=[O:13])([CH3:3])[CH3:2]. The yield is 0.730. (8) The product is [C:1]([NH:4][CH2:5][C:6]([N:72]1[C@@H:68]2[CH2:67][CH2:66][C@H:65]1[CH2:64][N:63]([C:60]1[CH:61]=[CH:62][C:57]([NH:56][C:53]3[N:54]=[CH:55][C:50]4[CH:49]=[C:48]([C:73]([N:75]([CH3:77])[CH3:76])=[O:74])[N:47]([CH:42]5[CH2:46][CH2:45][CH2:44][CH2:43]5)[C:51]=4[N:52]=3)=[N:58][CH:59]=1)[C:70](=[O:71])[CH2:69]2)=[O:8])(=[O:3])[CH3:2]. The yield is 0.770. The catalyst is CN(C=O)C.[Cl-].[Na+].O. The reactants are [C:1]([NH:4][CH2:5][C:6]([OH:8])=O)(=[O:3])[CH3:2].C(N(C(C)C)CC)(C)C.CN(C(ON1N=NC2C=CC=CC1=2)=[N+](C)C)C.F[P-](F)(F)(F)(F)F.[CH:42]1([N:47]2[C:51]3[N:52]=[C:53]([NH:56][C:57]4[CH:62]=[CH:61][C:60]([N:63]5[C:70](=[O:71])[CH2:69][C@@H:68]6[NH:72][C@@H:65]([CH2:66][CH2:67]6)[CH2:64]5)=[CH:59][N:58]=4)[N:54]=[CH:55][C:50]=3[CH:49]=[C:48]2[C:73]([N:75]([CH3:77])[CH3:76])=[O:74])[CH2:46][CH2:45][CH2:44][CH2:43]1. (9) The reactants are C(N)C1C=CC=CC=1.[F:9][C:10]1[CH:11]=[C:12]([CH:15]=[CH:16][C:17]=1[F:18])[CH2:13][NH2:14].[O:19]=[C:20]1[N:24]([CH2:25][C:26]2[CH:27]=[N:28][CH:29]=[CH:30][CH:31]=2)[CH2:23][CH2:22][N:21]1[C:32]1[CH:33]=[C:34]([CH:39]=[CH:40][N:41]=1)[C:35](OC)=[O:36]. No catalyst specified. The product is [F:9][C:10]1[CH:11]=[C:12]([CH:15]=[CH:16][C:17]=1[F:18])[CH2:13][NH:14][C:35](=[O:36])[C:34]1[CH:39]=[CH:40][N:41]=[C:32]([N:21]2[CH2:22][CH2:23][N:24]([CH2:25][C:26]3[CH:27]=[N:28][CH:29]=[CH:30][CH:31]=3)[C:20]2=[O:19])[CH:33]=1. The yield is 0.590.